This data is from Full USPTO retrosynthesis dataset with 1.9M reactions from patents (1976-2016). The task is: Predict the reactants needed to synthesize the given product. Given the product [Cl:27][C:24]1[CH:25]=[CH:26][C:11]([NH:10][C:38]([C:28]2[C:37]3[C:32](=[CH:33][CH:34]=[CH:35][CH:36]=3)[CH:31]=[CH:30][CH:29]=2)=[O:39])=[C:12]([C:13]([NH:15][CH2:16][CH:17]2[CH2:22][CH2:21][CH2:20][CH2:19][CH2:18]2)=[O:14])[CH:23]=1, predict the reactants needed to synthesize it. The reactants are: C(N(C(C)C)CC)(C)C.[NH2:10][C:11]1[CH:26]=[CH:25][C:24]([Cl:27])=[CH:23][C:12]=1[C:13]([NH:15][CH2:16][CH:17]1[CH2:22][CH2:21][CH2:20][CH2:19][CH2:18]1)=[O:14].[C:28]1([C:38](Cl)=[O:39])[C:37]2[C:32](=[CH:33][CH:34]=[CH:35][CH:36]=2)[CH:31]=[CH:30][CH:29]=1.